Dataset: Reaction yield outcomes from USPTO patents with 853,638 reactions. Task: Predict the reaction yield, written as a fraction of the theoretical maximum amount of product (1.0 means a 100% yield; for example, 0.34 means a 34% yield). (1) The reactants are CC1C=CC(S(O)(=O)=O)=CC=1.CO[CH:14](OC)[CH2:15][Cl:16].C([O-])(O)=O.[Na+].[NH2:24][C:25]1[CH:30]=[CH:29][CH:28]=[C:27](Cl)[N:26]=1. The catalyst is O.C(O)C. The product is [Cl:16][C:15]1[N:26]2[CH:27]=[CH:28][N:24]=[C:25]2[CH:30]=[CH:29][CH:14]=1. The yield is 0.360. (2) The reactants are [Br:1][C:2]1[C:3](F)=[C:4]2[C:10]([NH:11][C:12]([C:14]3[CH:18]=[CH:17][N:16]([CH3:19])[N:15]=3)=[O:13])=[CH:9][NH:8][C:5]2=[N:6][CH:7]=1.[NH:21]1[CH2:26][CH2:25][CH2:24][C@@H:23]([NH:27]C(=O)OC(C)(C)C)[CH2:22]1.CCN(C(C)C)C(C)C.C(O)(C(F)(F)F)=O.C(Cl)[Cl:52]. The catalyst is CN1C(=O)CCC1. The product is [ClH:52].[NH2:27][C@@H:23]1[CH2:24][CH2:25][CH2:26][N:21]([C:3]2[C:2]([Br:1])=[CH:7][N:6]=[C:5]3[NH:8][CH:9]=[C:10]([NH:11][C:12]([C:14]4[CH:18]=[CH:17][N:16]([CH3:19])[N:15]=4)=[O:13])[C:4]=23)[CH2:22]1. The yield is 0.0300.